Dataset: Reaction yield outcomes from USPTO patents with 853,638 reactions. Task: Predict the reaction yield, written as a fraction of the theoretical maximum amount of product (1.0 means a 100% yield; for example, 0.34 means a 34% yield). The reactants are N1(C(N2C=CN=C2)=O)C=CN=C1.[C:13]([NH:20][CH2:21][C:22](O)=O)([O:15][C:16]([CH3:19])([CH3:18])[CH3:17])=[O:14].[Cl:25][C:26]1[N:31]=[N:30][C:29]([NH:32][NH2:33])=[CH:28][CH:27]=1.NN.O.CC1C=CC(S(O)(=O)=O)=CC=1. The catalyst is C(#N)C. The product is [Cl:25][C:26]1[CH:27]=[CH:28][C:29]2[N:30]([C:22]([CH2:21][NH:20][C:13](=[O:14])[O:15][C:16]([CH3:19])([CH3:18])[CH3:17])=[N:33][N:32]=2)[N:31]=1. The yield is 0.785.